This data is from Forward reaction prediction with 1.9M reactions from USPTO patents (1976-2016). The task is: Predict the product of the given reaction. (1) Given the reactants Cl[C:2]1[N:3]=[CH:4][C:5]2[N:10]=[N:9][N:8]([C:11]3[CH:16]=[CH:15][C:14]([I:17])=[CH:13][CH:12]=3)[C:6]=2[N:7]=1.Cl.[NH2:19][C@@H:20]1[CH2:24][CH2:23][C@@H:22]([C:25]([OH:27])=[O:26])[CH2:21]1.C(N(C(C)C)C(C)C)C.O, predict the reaction product. The product is: [I:17][C:14]1[CH:15]=[CH:16][C:11]([N:8]2[C:6]3[N:7]=[C:2]([NH:19][C@@H:20]4[CH2:24][CH2:23][C@@H:22]([C:25]([OH:27])=[O:26])[CH2:21]4)[N:3]=[CH:4][C:5]=3[N:10]=[N:9]2)=[CH:12][CH:13]=1. (2) Given the reactants [C:1]([O:8][CH3:9])(=[O:7])[CH2:2][C:3]([O:5][CH3:6])=[O:4].[CH:10]([C:13]1[CH:20]=[CH:19][C:16]([CH:17]=O)=[CH:15][CH:14]=1)([CH3:12])[CH3:11].N1CCCCC1.C(O)(=O)C, predict the reaction product. The product is: [CH3:6][O:5][C:3](=[O:4])[C:2](=[CH:17][C:16]1[CH:19]=[CH:20][C:13]([CH:10]([CH3:12])[CH3:11])=[CH:14][CH:15]=1)[C:1]([O:8][CH3:9])=[O:7]. (3) Given the reactants Cl[C:2]1[C:7]([C:8]([NH:10][CH2:11][C:12]2[CH:17]=[CH:16][CH:15]=[C:14]([F:18])[CH:13]=2)=[O:9])=[C:6]([CH3:19])[CH:5]=[C:4]([N:20]2[CH2:25][CH2:24][O:23][CH2:22][CH2:21]2)[N:3]=1.[NH:26]1[CH2:30][CH2:29][CH2:28][CH2:27]1.CCN(CC)CC, predict the reaction product. The product is: [F:18][C:14]1[CH:13]=[C:12]([CH2:11][NH:10][C:8]([C:7]2[C:2]([N:26]3[CH2:30][CH2:29][CH2:28][CH2:27]3)=[N:3][C:4]([N:20]3[CH2:25][CH2:24][O:23][CH2:22][CH2:21]3)=[CH:5][C:6]=2[CH3:19])=[O:9])[CH:17]=[CH:16][CH:15]=1. (4) Given the reactants [F:1][C:2]([F:41])([F:40])[C:3]1[CH:4]=[C:5]([CH:33]=[C:34]([C:36]([F:39])([F:38])[F:37])[CH:35]=1)[CH2:6][N:7]([C:27]1[N:28]=[N:29][N:30]([CH3:32])[N:31]=1)[C@H:8]1[CH2:14][CH2:13][CH2:12][N:11]([CH2:15][CH2:16][OH:17])[C:10]2[CH:18]=[C:19]([C:23]([F:26])([F:25])[F:24])[C:20]([CH3:22])=[CH:21][C:9]1=2.N1C=CC=CC=1.[C:48](Cl)(=[O:50])[CH3:49], predict the reaction product. The product is: [F:37][C:36]([F:39])([F:38])[C:34]1[CH:33]=[C:5]([CH:4]=[C:3]([C:2]([F:40])([F:1])[F:41])[CH:35]=1)[CH2:6][N:7]([C:27]1[N:28]=[N:29][N:30]([CH3:32])[N:31]=1)[C@H:8]1[CH2:14][CH2:13][CH2:12][N:11]([CH2:15][CH2:16][O:17][C:48](=[O:50])[CH3:49])[C:10]2[CH:18]=[C:19]([C:23]([F:24])([F:25])[F:26])[C:20]([CH3:22])=[CH:21][C:9]1=2.